From a dataset of Full USPTO retrosynthesis dataset with 1.9M reactions from patents (1976-2016). Predict the reactants needed to synthesize the given product. (1) Given the product [Br:1][C:2]1[CH:3]=[CH:4][C:5]([N:18]2[CH2:19][CH2:20][CH:16]([C:14]([O:13][CH3:12])=[O:15])[CH2:17]2)=[C:6]([CH:7]=[O:8])[CH:9]=1, predict the reactants needed to synthesize it. The reactants are: [Br:1][C:2]1[CH:3]=[CH:4][C:5](F)=[C:6]([CH:9]=1)[CH:7]=[O:8].Cl.[CH3:12][O:13][C:14]([CH:16]1[CH2:20][CH2:19][NH:18][CH2:17]1)=[O:15].C(=O)([O-])[O-].[K+].[K+].O. (2) The reactants are: [Cl:1][C:2]1[CH:7]=[CH:6][C:5]([C:8]2[C:17]3[C:12](=[CH:13][CH:14]=[C:15]([C:18]([OH:20])=O)[CH:16]=3)[CH:11]=[N:10][CH:9]=2)=[CH:4][CH:3]=1.C(N(CC)C(C)C)(C)C.F[P-](F)(F)(F)(F)F.N1(OC(N(C)C)=[N+](C)C)C2N=CC=CC=2N=N1.[NH:54]1[CH2:59][CH2:58][S:57](=[O:61])(=[O:60])[CH2:56][CH2:55]1. Given the product [Cl:1][C:2]1[CH:7]=[CH:6][C:5]([C:8]2[C:17]3[C:12](=[CH:13][CH:14]=[C:15]([C:18]([N:54]4[CH2:59][CH2:58][S:57](=[O:61])(=[O:60])[CH2:56][CH2:55]4)=[O:20])[CH:16]=3)[CH:11]=[N:10][CH:9]=2)=[CH:4][CH:3]=1, predict the reactants needed to synthesize it. (3) Given the product [CH:45]1([CH2:44][O:43][C:33]2[C:34]([N+:40]([O-:42])=[O:41])=[C:35]([NH:36][CH3:37])[CH:38]=[CH:39][C:32]=2[C:6]2[C:5]3[CH:17]=[CH:18][N:19]([S:20]([C:23]4[CH:28]=[CH:27][C:26]([CH3:29])=[CH:25][CH:24]=4)(=[O:22])=[O:21])[C:4]=3[C:3](=[O:30])[N:2]([CH3:1])[CH:7]=2)[CH2:46][CH2:47][CH2:48][CH2:49][CH2:50]1, predict the reactants needed to synthesize it. The reactants are: [CH3:1][N:2]1[CH:7]=[C:6](B2OC(C)(C)C(C)(C)O2)[C:5]2[CH:17]=[CH:18][N:19]([S:20]([C:23]3[CH:28]=[CH:27][C:26]([CH3:29])=[CH:25][CH:24]=3)(=[O:22])=[O:21])[C:4]=2[C:3]1=[O:30].Br[C:32]1[CH:39]=[CH:38][C:35]([NH:36][CH3:37])=[C:34]([N+:40]([O-:42])=[O:41])[C:33]=1[O:43][CH2:44][CH:45]1[CH2:50][CH2:49][CH2:48][CH2:47][CH2:46]1. (4) Given the product [C:37]([O:29][CH2:28][C:25]1[CH:26]=[CH:27][C:22]([C:19]2[CH:18]=[CH:17][C:16]([N:13]3[CH2:14][CH2:15][CH:10]([CH2:9][C:5]4[N:4]=[C:3]([C:30]([NH:32][CH2:33][C:34]([OH:36])=[O:35])=[O:31])[C:2]([OH:1])=[C:7]([CH3:8])[N:6]=4)[CH2:11][CH2:12]3)=[CH:21][CH:20]=2)=[CH:23][CH:24]=1)(=[O:39])[CH3:38], predict the reactants needed to synthesize it. The reactants are: [OH:1][C:2]1[C:3]([C:30]([NH:32][CH2:33][C:34]([OH:36])=[O:35])=[O:31])=[N:4][C:5]([CH2:9][CH:10]2[CH2:15][CH2:14][N:13]([C:16]3[CH:21]=[CH:20][C:19]([C:22]4[CH:27]=[CH:26][C:25]([CH2:28][OH:29])=[CH:24][CH:23]=4)=[CH:18][CH:17]=3)[CH2:12][CH2:11]2)=[N:6][C:7]=1[CH3:8].[C:37](OC(=O)C)(=[O:39])[CH3:38].C(N(CC)CC)C. (5) Given the product [F:1][C:2]1[CH:3]=[C:4]2[C:8](=[C:9]([N+:13]([O-:15])=[O:14])[CH:10]=1)[NH:7][C:6](=[O:11])[C:5]2=[O:12], predict the reactants needed to synthesize it. The reactants are: [F:1][C:2]1[CH:3]=[C:4]2[C:8](=[CH:9][CH:10]=1)[NH:7][C:6](=[O:11])[C:5]2=[O:12].[N+:13]([O-])([OH:15])=[O:14]. (6) Given the product [Cl:18][C:7]1[N:6]=[C:5]([C:3]([O:2][CH3:1])=[O:4])[C:14]2[C:9]([CH:8]=1)=[CH:10][CH:11]=[CH:12][CH:13]=2, predict the reactants needed to synthesize it. The reactants are: [CH3:1][O:2][C:3]([C:5]1[C:14]2[C:9](=[CH:10][CH:11]=[CH:12][CH:13]=2)[CH:8]=[CH:7][N+:6]=1[O-])=[O:4].O=P(Cl)(Cl)[Cl:18]. (7) The reactants are: [CH2:1]([O:3][C:4]1[C:13]([O:14][CH3:15])=[CH:12][C:11]2[C:10]([C:16]3[CH:24]=[CH:23][C:19]([C:20](O)=[O:21])=[CH:18][CH:17]=3)=[N:9][C@@H:8]3[CH2:25][CH2:26][S:27](=[O:30])(=[O:29])[CH2:28][C@@H:7]3[C:6]=2[CH:5]=1)[CH3:2].Cl.[CH2:32]([N:34]1[N:38]=[N:37][C:36]([CH2:39][N:40]2[C:45]3[CH:46]=[C:47]([C:49]4[CH:54]=[CH:53][CH:52]=[CH:51][CH:50]=4)[S:48][C:44]=3[C:43](=[O:55])[N:42]([CH:56]3[CH2:61][CH2:60][NH:59][CH2:58][CH2:57]3)[C:41]2=[O:62])=[N:35]1)[CH3:33].CN(C(ON1N=NC2C=CC=CC1=2)=[N+](C)C)C.F[P-](F)(F)(F)(F)F.CCN(C(C)C)C(C)C. Given the product [CH2:1]([O:3][C:4]1[C:13]([O:14][CH3:15])=[CH:12][C:11]2[C:10]([C:16]3[CH:17]=[CH:18][C:19]([C:20]([N:59]4[CH2:60][CH2:61][CH:56]([N:42]5[C:43](=[O:55])[C:44]6[S:48][C:47]([C:49]7[CH:54]=[CH:53][CH:52]=[CH:51][CH:50]=7)=[CH:46][C:45]=6[N:40]([CH2:39][C:36]6[N:37]=[N:38][N:34]([CH2:32][CH3:33])[N:35]=6)[C:41]5=[O:62])[CH2:57][CH2:58]4)=[O:21])=[CH:23][CH:24]=3)=[N:9][C@@H:8]3[CH2:25][CH2:26][S:27](=[O:29])(=[O:30])[CH2:28][C@@H:7]3[C:6]=2[CH:5]=1)[CH3:2], predict the reactants needed to synthesize it.